Dataset: Reaction yield outcomes from USPTO patents with 853,638 reactions. Task: Predict the reaction yield, written as a fraction of the theoretical maximum amount of product (1.0 means a 100% yield; for example, 0.34 means a 34% yield). The reactants are [CH3:1][O:2][C:3]([NH:5][C@H:6]([C:10]([N:12]1[C@H:17]([C:18]2[NH:22][C:21]3[C:23]4[C:28]([CH:29]=[CH:30][C:20]=3[N:19]=2)=[CH:27][C:26]2[C:31]3[C:36]([CH2:37][O:38][C:25]=2[CH:24]=4)=[CH:35][C:34]([C:39]2[NH:43][C:42]([C@@H:44]4[CH2:48][C@H:47]([CH2:49][O:50][CH3:51])[CH2:46][N:45]4C(OC(C)(C)C)=O)=[N:41][CH:40]=2)=[CH:33][CH:32]=3)[CH2:16][C@H:15]2[C@@H:13]1[CH2:14]2)=[O:11])[CH:7]([CH3:9])[CH3:8])=[O:4].Cl.[CH3:60][O:61][C:62]([NH:64][C@H:65]([C:69]1[CH:74]=[CH:73][CH:72]=[CH:71][CH:70]=1)[C:66]([OH:68])=O)=[O:63].CCN(C(C)C)C(C)C.CCOC(C(C#N)=NOC(N1CCOCC1)=[N+](C)C)=O.F[P-](F)(F)(F)(F)F. The catalyst is C(Cl)Cl.CO.CN(C=O)C.[Li+].[OH-]. The product is [CH3:1][O:2][C:3]([NH:5][C@@H:6]([CH:7]([CH3:9])[CH3:8])[C:10]([N:12]1[C@H:17]([C:18]2[NH:22][C:21]3[C:23]4[C:28]([CH:29]=[CH:30][C:20]=3[N:19]=2)=[CH:27][C:26]2[C:31]3[C:36]([CH2:37][O:38][C:25]=2[CH:24]=4)=[CH:35][C:34]([C:39]2[NH:43][C:42]([C@@H:44]4[CH2:48][C@H:47]([CH2:49][O:50][CH3:51])[CH2:46][N:45]4[C:66](=[O:68])[C@H:65]([NH:64][C:62](=[O:63])[O:61][CH3:60])[C:69]4[CH:74]=[CH:73][CH:72]=[CH:71][CH:70]=4)=[N:41][CH:40]=2)=[CH:33][CH:32]=3)[CH2:16][C@H:15]2[C@@H:13]1[CH2:14]2)=[O:11])=[O:4]. The yield is 0.550.